Dataset: Catalyst prediction with 721,799 reactions and 888 catalyst types from USPTO. Task: Predict which catalyst facilitates the given reaction. (1) Reactant: [Cl:1][C:2]1[N:3]=[N:4][C:5]([Cl:9])=[CH:6][C:7]=1Cl.[SH:10][CH2:11][CH2:12][OH:13].C(=O)(O)[O-].[Na+].C(Cl)Cl. Product: [Cl:1][C:2]1[N:3]=[N:4][C:5]([Cl:9])=[CH:6][C:7]=1[S:10][CH2:11][CH2:12][OH:13]. The catalyst class is: 571. (2) Reactant: C([Li])CCC.Br[C:7]1[CH:22]=[CH:21][C:10]([CH2:11][CH2:12][O:13][Si:14]([C:17]([CH3:20])([CH3:19])[CH3:18])([CH3:16])[CH3:15])=[C:9]([CH2:23][CH3:24])[CH:8]=1.[B:25](OC)([O:28]C)[O:26]C.Cl. Product: [Si:14]([O:13][CH2:12][CH2:11][C:10]1[CH:21]=[CH:22][C:7]([B:25]([OH:28])[OH:26])=[CH:8][C:9]=1[CH2:23][CH3:24])([C:17]([CH3:20])([CH3:19])[CH3:18])([CH3:16])[CH3:15]. The catalyst class is: 1. (3) Reactant: [CH3:1][C:2]1[CH:3]=[C:4]([CH:7]=[C:8]([CH3:10])[CH:9]=1)[CH:5]=O.[C:11]([CH2:13]P(=O)(OCC)OCC)#[N:12].CC(C)([O-])C.[K+]. Product: [CH3:1][C:2]1[CH:3]=[C:4]([CH:5]=[CH:13][C:11]#[N:12])[CH:7]=[C:8]([CH3:10])[CH:9]=1. The catalyst class is: 1. (4) Reactant: [C:1]12([CH2:11][C:12]([NH:14][C:15]3[CH:24]=[CH:23][CH:22]=[C:21]4[C:16]=3[CH:17]=[CH:18][C:19](Cl)=[N:20]4)=[O:13])[CH2:10][CH:5]3[CH2:6][CH:7]([CH2:9][CH:3]([CH2:4]3)[CH2:2]1)[CH2:8]2.[NH2:26][CH2:27][C@H:28]([OH:30])[CH3:29].C(=O)([O-])[O-].[K+].[K+]. Product: [C:1]12([CH2:11][C:12]([NH:14][C:15]3[CH:24]=[CH:23][CH:22]=[C:21]4[C:16]=3[CH:17]=[CH:18][C:19]([NH:26][CH2:27][C@H:28]([OH:30])[CH3:29])=[N:20]4)=[O:13])[CH2:10][CH:5]3[CH2:6][CH:7]([CH2:9][CH:3]([CH2:4]3)[CH2:2]1)[CH2:8]2. The catalyst class is: 60. (5) Reactant: [NH2:1][C:2]1[CH:23]=[CH:22][C:5]([O:6][C:7]2[CH:12]=[CH:11][N:10]=[C:9]([C:13]3[NH:17][CH:16]=[C:15]([C:18]([O:20][CH3:21])=[O:19])[CH:14]=3)[CH:8]=2)=[CH:4][CH:3]=1.[F:24][C:25]1[CH:30]=[CH:29][C:28]([CH3:31])=[CH:27][C:26]=1[N:32]=[C:33]=[O:34].Cl. Product: [F:24][C:25]1[CH:30]=[CH:29][C:28]([CH3:31])=[CH:27][C:26]=1[NH:32][C:33]([NH:1][C:2]1[CH:23]=[CH:22][C:5]([O:6][C:7]2[CH:12]=[CH:11][N:10]=[C:9]([C:13]3[NH:17][CH:16]=[C:15]([C:18]([O:20][CH3:21])=[O:19])[CH:14]=3)[CH:8]=2)=[CH:4][CH:3]=1)=[O:34]. The catalyst class is: 1. (6) Product: [CH3:25][N:2]([CH3:1])[C:3]1[C:4](=[O:24])[C:5]([CH2:11][CH2:12][CH2:13][CH2:14][CH2:15][CH2:16][CH2:17][CH2:18][CH2:19][CH2:20][CH2:21][CH2:22][CH3:23])=[C:6]([O:10][CH3:26])[C:7](=[O:9])[CH:8]=1. The catalyst class is: 21. Reactant: [CH3:1][N:2]([CH3:25])[C:3]1[C:4](=[O:24])[C:5]([CH2:11][CH2:12][CH2:13][CH2:14][CH2:15][CH2:16][CH2:17][CH2:18][CH2:19][CH2:20][CH2:21][CH2:22][CH3:23])=[C:6]([OH:10])[C:7](=[O:9])[CH:8]=1.[C:26](=O)([O-])[O-].[K+].[K+].S(OC)(OC)(=O)=O.